Dataset: Forward reaction prediction with 1.9M reactions from USPTO patents (1976-2016). Task: Predict the product of the given reaction. (1) The product is: [CH3:3][O:4][CH2:5][O:6][C:7]1[C:15]2[CH:14]=[C:13]([C:16]3[O:20][C:19]([O:21][CH3:22])=[N:18][N:17]=3)[O:12][C:11]=2[CH:10]=[CH:9][CH:8]=1. Given the reactants [H-].[Na+].[CH3:3][O:4][CH2:5][O:6][C:7]1[C:15]2[CH:14]=[C:13]([C:16]3[O:20][C:19](=[O:21])[NH:18][N:17]=3)[O:12][C:11]=2[CH:10]=[CH:9][CH:8]=1.[CH3:22]I, predict the reaction product. (2) Given the reactants [CH3:1][N:2]1[CH2:7][CH2:6][CH:5]([C:8]2[CH:13]=[CH:12][C:11]([NH:14]C(=O)C)=[C:10]([N+:18]([O-:20])=[O:19])[CH:9]=2)[CH2:4][CH2:3]1.[OH-].[K+], predict the reaction product. The product is: [CH3:1][N:2]1[CH2:7][CH2:6][CH:5]([C:8]2[CH:13]=[CH:12][C:11]([NH2:14])=[C:10]([N+:18]([O-:20])=[O:19])[CH:9]=2)[CH2:4][CH2:3]1. (3) The product is: [NH:22]1[C:23]2[C:19](=[C:18]([NH:17][C:9]3[C:10]4[C:11](=[CH:12][N:13]=[CH:14][CH:15]=4)[O:16][C:8]=3[C:3]3[N:2]=[CH:7][CH:6]=[CH:5][N:4]=3)[CH:26]=[CH:25][CH:24]=2)[CH:20]=[N:21]1. Given the reactants Cl.[N:2]1[CH:7]=[CH:6][CH:5]=[N:4][C:3]=1[C:8]1[O:16][C:11]2=[CH:12][N:13]=[CH:14][CH:15]=[C:10]2[C:9]=1[NH:17][C:18]1[CH:26]=[CH:25][CH:24]=[C:23]2[C:19]=1[CH:20]=[N:21][N:22]2C(=O)C, predict the reaction product. (4) Given the reactants [NH2:1][C:2]1[C:3]([Cl:29])=[C:4]([N:10]2[CH2:15][CH2:14][C@@H:13]([NH:16][C:17](=[O:20])[O:18][CH3:19])[C@H:12]([O:21][Si:22]([C:25]([CH3:28])([CH3:27])[CH3:26])([CH3:24])[CH3:23])[CH2:11]2)[CH:5]=[C:6]([C:8]#[N:9])[CH:7]=1.C(=O)=O.CO, predict the reaction product. The product is: [NH2:1][C:2]1[C:3]([Cl:29])=[C:4]([N:10]2[CH2:15][CH2:14][C@H:13]([NH:16][C:17](=[O:20])[O:18][CH3:19])[C@@H:12]([O:21][Si:22]([C:25]([CH3:27])([CH3:26])[CH3:28])([CH3:23])[CH3:24])[CH2:11]2)[CH:5]=[C:6]([C:8]#[N:9])[CH:7]=1. (5) Given the reactants [SH:1][C:2]1[C:3]([CH3:11])=[C:4]([CH:8]=[CH:9][CH:10]=1)[C:5](O)=[O:6].[C:12](=O)([O-])[O-].[Cs+].[Cs+].IC.CN(C)[CH:22]=[O:23], predict the reaction product. The product is: [CH3:11][C:3]1[C:2]([S:1][CH3:12])=[CH:10][CH:9]=[CH:8][C:4]=1[C:5]([O:23][CH3:22])=[O:6]. (6) Given the reactants [Cl:1][C:2]1[CH:3]=[CH:4][C:5]([CH:10]([C:12]2[CH:17]=[CH:16][C:15]([S:18][CH3:19])=[CH:14][CH:13]=2)[OH:11])=[N:6][C:7]=1[O:8][CH3:9], predict the reaction product. The product is: [Cl:1][C:2]1[CH:3]=[CH:4][C:5]([C:10]([C:12]2[CH:13]=[CH:14][C:15]([S:18][CH3:19])=[CH:16][CH:17]=2)=[O:11])=[N:6][C:7]=1[O:8][CH3:9]. (7) Given the reactants [N:1]1[CH:6]=[CH:5][C:4](CC(O)=O)=[CH:3][CH:2]=1.CN1CC[O:15][CH2:14][CH2:13]1.C1C=CC2N(O)N=NC=2C=1.C(Cl)CCl.[F:32][C:33]([F:59])([F:58])[C:34]1[CH:35]=[C:36]([CH:51]=[C:52]([C:54]([F:57])([F:56])[F:55])[CH:53]=1)[CH2:37][O:38][C@H:39]1[O:44][CH2:43][CH2:42][NH:41][C@@H:40]1[C:45]1[CH:50]=[CH:49][CH:48]=[CH:47][CH:46]=1, predict the reaction product. The product is: [F:59][C:33]([F:32])([F:58])[C:34]1[CH:35]=[C:36]([CH:51]=[C:52]([C:54]([F:55])([F:56])[F:57])[CH:53]=1)[CH2:37][O:38][C@H:39]1[O:44][CH2:43][CH2:42][N:41]([C:14]([CH2:13][C:5]2[CH:6]=[N:1][CH:2]=[CH:3][CH:4]=2)=[O:15])[C@@H:40]1[C:45]1[CH:50]=[CH:49][CH:48]=[CH:47][CH:46]=1. (8) Given the reactants [CH3:1][C:2]1([CH3:26])[CH:7]([N:8]2[CH2:12][CH2:11][C@H:10]([NH:13][C:14]3[CH:19]=[CH:18][C:17]([S:20]([CH3:23])(=[O:22])=[O:21])=[CH:16][C:15]=3[F:24])[C:9]2=[O:25])[CH2:6][CH2:5][NH:4][CH2:3]1.[Cl:27][C:28]1[CH:33]=[N:32][C:31](Cl)=[CH:30][N:29]=1.C(N(C(C)C)C(C)C)C, predict the reaction product. The product is: [Cl:27][C:28]1[N:29]=[CH:30][C:31]([N:4]2[CH2:5][CH2:6][CH:7]([N:8]3[CH2:12][CH2:11][C@H:10]([NH:13][C:14]4[CH:19]=[CH:18][C:17]([S:20]([CH3:23])(=[O:21])=[O:22])=[CH:16][C:15]=4[F:24])[C:9]3=[O:25])[C:2]([CH3:26])([CH3:1])[CH2:3]2)=[N:32][CH:33]=1. (9) Given the reactants [C:1]([O:5][C:6]([N:8]1[CH2:12][CH2:11][C:10]2([CH2:16][CH2:15][N:14]([C:17]3[CH:18]=[N:19][C:20]([O:27][C:28]4[CH:33]=[CH:32][C:31]([O:34][C:35]5[CH:40]=[CH:39][CH:38]=[CH:37][CH:36]=5)=[CH:30][CH:29]=4)=[C:21]([C:23]([O:25]C)=O)[CH:22]=3)[CH2:13]2)[CH2:9]1)=[O:7])([CH3:4])([CH3:3])[CH3:2].[NH3:41], predict the reaction product. The product is: [C:1]([O:5][C:6]([N:8]1[CH2:12][CH2:11][C:10]2([CH2:16][CH2:15][N:14]([C:17]3[CH:18]=[N:19][C:20]([O:27][C:28]4[CH:33]=[CH:32][C:31]([O:34][C:35]5[CH:36]=[CH:37][CH:38]=[CH:39][CH:40]=5)=[CH:30][CH:29]=4)=[C:21]([C:23](=[O:25])[NH2:41])[CH:22]=3)[CH2:13]2)[CH2:9]1)=[O:7])([CH3:2])([CH3:4])[CH3:3]. (10) The product is: [P:1]([OH:18])([OH:10])([O:34][C:32]1[CH:33]=[C:28]([OH:27])[C:29]([C:42]2[N:46]([C:47]3[CH:48]=[C:49]4[C:53](=[CH:54][CH:55]=3)[N:52]([CH3:56])[CH:51]=[CH:50]4)[C:45](=[O:57])[NH:44][N:43]=2)=[CH:30][C:31]=1[CH:39]([CH3:41])[CH3:40])=[O:2]. Given the reactants [P:1](Cl)(=[O:18])([O:10]CC1C=CC=CC=1)[O:2]CC1C=CC=CC=1.C([O:27][C:28]1[CH:33]=[C:32]([O:34]COCC)[C:31]([CH:39]([CH3:41])[CH3:40])=[CH:30][C:29]=1[C:42]1[N:46]([C:47]2[CH:48]=[C:49]3[C:53](=[CH:54][CH:55]=2)[N:52]([CH3:56])[CH:51]=[CH:50]3)[C:45](=[O:57])[N:44](C(OCC2C=CC=CC=2)=O)[N:43]=1)C1C=CC=CC=1.C(=O)([O-])[O-].[K+].[K+], predict the reaction product.